The task is: Predict the reaction yield, written as a fraction of the theoretical maximum amount of product (1.0 means a 100% yield; for example, 0.34 means a 34% yield).. This data is from Reaction yield outcomes from USPTO patents with 853,638 reactions. The reactants are [CH3:1][O:2][C:3]([C:5]1[CH2:6][O:7][CH2:8][CH2:9][C:10]=1OS(C(F)(F)F)(=O)=O)=[O:4].C(=O)([O-])[O-].[K+].[K+].[CH2:25]([O:32][C:33]1[CH:38]=[CH:37][C:36](B(O)O)=[CH:35][CH:34]=1)[C:26]1[CH:31]=[CH:30][CH:29]=[CH:28][CH:27]=1.O. The catalyst is C1COCC1.C1C=CC([P]([Pd]([P](C2C=CC=CC=2)(C2C=CC=CC=2)C2C=CC=CC=2)([P](C2C=CC=CC=2)(C2C=CC=CC=2)C2C=CC=CC=2)[P](C2C=CC=CC=2)(C2C=CC=CC=2)C2C=CC=CC=2)(C2C=CC=CC=2)C2C=CC=CC=2)=CC=1. The product is [CH3:1][O:2][C:3]([C:5]1[CH2:6][O:7][CH2:8][CH2:9][C:10]=1[C:36]1[CH:37]=[CH:38][C:33]([O:32][CH2:25][C:26]2[CH:31]=[CH:30][CH:29]=[CH:28][CH:27]=2)=[CH:34][CH:35]=1)=[O:4]. The yield is 0.660.